Dataset: NCI-60 drug combinations with 297,098 pairs across 59 cell lines. Task: Regression. Given two drug SMILES strings and cell line genomic features, predict the synergy score measuring deviation from expected non-interaction effect. Cell line: UACC62. Synergy scores: CSS=31.8, Synergy_ZIP=0.461, Synergy_Bliss=-0.535, Synergy_Loewe=-1.50, Synergy_HSA=-0.277. Drug 2: CC12CCC3C(C1CCC2O)C(CC4=C3C=CC(=C4)O)CCCCCCCCCS(=O)CCCC(C(F)(F)F)(F)F. Drug 1: CC1C(C(CC(O1)OC2CC(CC3=C2C(=C4C(=C3O)C(=O)C5=C(C4=O)C(=CC=C5)OC)O)(C(=O)CO)O)N)O.Cl.